From a dataset of Full USPTO retrosynthesis dataset with 1.9M reactions from patents (1976-2016). Predict the reactants needed to synthesize the given product. (1) Given the product [Si:34]([O:3][C:1]([C:4]1[CH:5]=[CH:6][CH:7]=[C:8]2[C:13]=1[N:12]=[C:11]([NH:14][C:15]([CH3:26])([CH3:25])[CH2:16][NH:17][C:18](=[O:24])[O:19][C:20]([CH3:21])([CH3:23])[CH3:22])[C:10]([CH3:27])=[N:9]2)=[CH2:2])([C:37]([CH3:40])([CH3:39])[CH3:38])([CH3:36])[CH3:35], predict the reactants needed to synthesize it. The reactants are: [C:1]([C:4]1[CH:5]=[CH:6][CH:7]=[C:8]2[C:13]=1[N:12]=[C:11]([NH:14][C:15]([CH3:26])([CH3:25])[CH2:16][NH:17][C:18](=[O:24])[O:19][C:20]([CH3:23])([CH3:22])[CH3:21])[C:10]([CH3:27])=[N:9]2)(=[O:3])[CH3:2].FC(F)(F)S(O[Si:34]([C:37]([CH3:40])([CH3:39])[CH3:38])([CH3:36])[CH3:35])(=O)=O. (2) Given the product [Si:21]([O:20][CH2:19][CH2:18][CH2:17][N:7]1[C:8](=[O:16])[C:9]2[N:10]([CH2:11][CH2:12][CH:13]([CH3:15])[CH3:14])[C:2]([O:37][C:33]3[CH:34]=[CH:35][CH:36]=[C:31]([Cl:30])[CH:32]=3)=[N:3][C:4]=2[N:5]([CH3:29])[C:6]1=[O:28])([C:24]([CH3:27])([CH3:26])[CH3:25])([CH3:23])[CH3:22], predict the reactants needed to synthesize it. The reactants are: Br[C:2]1[N:10]([CH2:11][CH2:12][CH:13]([CH3:15])[CH3:14])[C:9]2[C:8](=[O:16])[N:7]([CH2:17][CH2:18][CH2:19][O:20][Si:21]([C:24]([CH3:27])([CH3:26])[CH3:25])([CH3:23])[CH3:22])[C:6](=[O:28])[N:5]([CH3:29])[C:4]=2[N:3]=1.[Cl:30][C:31]1[CH:32]=[C:33]([OH:37])[CH:34]=[CH:35][CH:36]=1.C(=O)([O-])[O-].[K+].[K+]. (3) Given the product [Cl:1][C:2]1[CH:3]=[C:4]([N:12]([CH2:23][CH3:24])[CH:13]2[CH2:18][CH2:17][N:16]([CH2:19][CH2:20][O:21][CH3:22])[CH2:15][CH2:14]2)[C:5]([CH3:11])=[C:6]([CH:10]=1)[C:7]([NH:35][CH2:34][C:33]1[C:32](=[O:67])[CH:36]=[C:28]([CH3:29])[NH:27][C:30]=1[CH3:31])=[O:8], predict the reactants needed to synthesize it. The reactants are: [Cl:1][C:2]1[CH:3]=[C:4]([N:12]([CH2:23][CH3:24])[CH:13]2[CH2:18][CH2:17][N:16]([CH2:19][CH2:20][O:21][CH3:22])[CH2:15][CH2:14]2)[C:5]([CH3:11])=[C:6]([CH:10]=1)[C:7](O)=[O:8].C([N:27]([CH2:30][CH3:31])[CH2:28][CH3:29])C.[CH2:32]1[CH2:36][N:35]([P+](ON2N=NC3C=CC=CC2=3)([N:35]2[CH2:36][CH2:32][CH2:33][CH2:34]2)[N:35]2[CH2:36][CH2:32][CH2:33][CH2:34]2)[CH2:34][CH2:33]1.F[P-](F)(F)(F)(F)F.CS(C)=[O:67]. (4) Given the product [Cl:1][C:2]1[CH:3]=[C:4]([CH:9]=[C:10]([F:37])[C:11]=1[O:12][CH2:13][C:14]1[N:15]([C:30]2[CH:31]=[CH:32][C:33]([F:36])=[CH:34][CH:35]=2)[C:16]([C:19]([C:22]2[CH:27]=[CH:26][C:25]([Cl:28])=[C:24]([Cl:29])[CH:23]=2)([CH3:21])[CH3:20])=[CH:17][N:18]=1)[C:5]([OH:7])=[O:6], predict the reactants needed to synthesize it. The reactants are: [Cl:1][C:2]1[CH:3]=[C:4]([CH:9]=[C:10]([F:37])[C:11]=1[O:12][CH2:13][C:14]1[N:15]([C:30]2[CH:35]=[CH:34][C:33]([F:36])=[CH:32][CH:31]=2)[C:16]([C:19]([C:22]2[CH:27]=[CH:26][C:25]([Cl:28])=[C:24]([Cl:29])[CH:23]=2)([CH3:21])[CH3:20])=[CH:17][N:18]=1)[C:5]([O:7]C)=[O:6].[OH-].[Na+].Cl. (5) The reactants are: O[C:2]1([CH3:13])[CH2:7][CH2:6][CH:5]([C:8](OCC)=[O:9])[CH2:4][CH2:3]1.C(N(S(F)(F)[F:20])CC)C.CO.[BH4-].[Li+]. Given the product [F:20][C:2]1([CH3:13])[CH2:7][CH2:6][CH:5]([CH2:8][OH:9])[CH2:4][CH2:3]1, predict the reactants needed to synthesize it. (6) Given the product [F:17][C:2]([F:1])([F:18])[C:3]1[CH:4]=[CH:5][C:6]([C:9]2[O:13][N:12]=[CH:11][C:10]=2[C:14]([N:50]2[CH2:54][CH2:53][CH:52]([C:55]3[CH:60]=[N:59][CH:58]=[CH:57][N:56]=3)[CH2:51]2)=[O:16])=[CH:7][CH:8]=1, predict the reactants needed to synthesize it. The reactants are: [F:1][C:2]([F:18])([F:17])[C:3]1[CH:8]=[CH:7][C:6]([C:9]2[O:13][N:12]=[CH:11][C:10]=2[C:14]([OH:16])=O)=[CH:5][CH:4]=1.[B-](F)(F)(F)F.CN(C(ON1N=NC2C1=CC=CC=2)=[N+](C)C)C.N1C=CC=CC=1.Cl.Cl.Cl.[NH:50]1[CH2:54][CH2:53][CH:52]([C:55]2[CH:60]=[N:59][CH:58]=[CH:57][N:56]=2)[CH2:51]1. (7) Given the product [F:1][C:2]1[CH:3]=[C:4]2[C:9](=[CH:10][CH:11]=1)[N:8]=[C:7]([C:12]1[CH:17]=[CH:16][CH:15]=[C:14]([C:18]([F:21])([F:19])[F:20])[CH:13]=1)[C:6]([CH3:22])=[C:5]2[C:23]([O:25][CH3:26])=[O:24], predict the reactants needed to synthesize it. The reactants are: [F:1][C:2]1[CH:3]=[C:4]2[C:9](=[CH:10][CH:11]=1)[N:8]=[C:7]([C:12]1[CH:17]=[CH:16][CH:15]=[C:14]([C:18]([F:21])([F:20])[F:19])[CH:13]=1)[C:6]([CH3:22])=[C:5]2[C:23]([OH:25])=[O:24].[C:26](Cl)(=O)C(Cl)=O.CO.